Dataset: Catalyst prediction with 721,799 reactions and 888 catalyst types from USPTO. Task: Predict which catalyst facilitates the given reaction. Reactant: [Cl:1][C:2]1[CH:3]=[C:4]([NH2:10])[C:5]([NH2:9])=[CH:6][C:7]=1[Cl:8].C1N=CN([C:16](N2C=NC=C2)=[O:17])C=1.O. Product: [Cl:1][C:2]1[C:7]([Cl:8])=[CH:6][C:5]2[NH:9][C:16](=[O:17])[NH:10][C:4]=2[CH:3]=1. The catalyst class is: 3.